From a dataset of Reaction yield outcomes from USPTO patents with 853,638 reactions. Predict the reaction yield, written as a fraction of the theoretical maximum amount of product (1.0 means a 100% yield; for example, 0.34 means a 34% yield). (1) The reactants are [CH2:1]([N:8]1[C:16]2[C:11](=[CH:12][C:13]([C:17]([O:19]C)=[O:18])=[CH:14][CH:15]=2)[C:10]([CH3:21])=[N:9]1)[C:2]1[CH:7]=[CH:6][CH:5]=[CH:4][CH:3]=1.[OH-].[Li+].O.Cl. The catalyst is O1CCOCC1.CO. The product is [CH2:1]([N:8]1[C:16]2[C:11](=[CH:12][C:13]([C:17]([OH:19])=[O:18])=[CH:14][CH:15]=2)[C:10]([CH3:21])=[N:9]1)[C:2]1[CH:3]=[CH:4][CH:5]=[CH:6][CH:7]=1. The yield is 0.890. (2) The reactants are [C:1]([O:4][C@@H:5]1[CH2:9][C@@H:8]([CH2:10][OH:11])[O:7][C@H:6]1[N:12]1[CH:20]=[N:19][C:18]2[C:13]1=[N:14][CH:15]=[N:16][C:17]=2[NH:21][C@@H:22]1[C:30]2[C:25](=[CH:26][CH:27]=[CH:28][CH:29]=2)[CH2:24][CH2:23]1)(=[O:3])[CH3:2].C(N(CC)CC)C.Cl[S:39]([NH2:42])(=[O:41])=[O:40]. The catalyst is CN(C=O)C.C(#N)C.CCOC(C)=O.O. The product is [C:1]([O:4][C@@H:5]1[CH2:9][C@@H:8]([CH2:10][O:11][S:39](=[O:41])(=[O:40])[NH2:42])[O:7][C@H:6]1[N:12]1[CH:20]=[N:19][C:18]2[C:13]1=[N:14][CH:15]=[N:16][C:17]=2[NH:21][C@@H:22]1[C:30]2[C:25](=[CH:26][CH:27]=[CH:28][CH:29]=2)[CH2:24][CH2:23]1)(=[O:3])[CH3:2]. The yield is 0.520. (3) The reactants are Br[CH2:2][C:3]1[CH:12]=[CH:11][C:10]([O:13][CH2:14][CH3:15])=[CH:9][C:4]=1[C:5]([O:7]C)=O.[NH2:16][CH2:17][C:18]1[C:19](=[O:26])[NH:20][C:21]([CH3:25])=[CH:22][C:23]=1[CH3:24]. The catalyst is CO. The product is [CH3:24][C:23]1[CH:22]=[C:21]([CH3:25])[NH:20][C:19](=[O:26])[C:18]=1[CH2:17][N:16]1[CH2:2][C:3]2[C:4](=[CH:9][C:10]([O:13][CH2:14][CH3:15])=[CH:11][CH:12]=2)[C:5]1=[O:7]. The yield is 0.0440. (4) The reactants are Cl[C:2]1[CH:7]=[CH:6][C:5]([N+:8]([O-:10])=[O:9])=[CH:4][CH:3]=1.[CH3:11][N:12]1[CH2:17][CH2:16][CH:15]([CH2:18][OH:19])[CH2:14][CH2:13]1.[H-].[Na+]. The catalyst is CS(C)=O. The product is [CH3:11][N:12]1[CH2:17][CH2:16][CH:15]([CH2:18][O:19][C:2]2[CH:7]=[CH:6][C:5]([N+:8]([O-:10])=[O:9])=[CH:4][CH:3]=2)[CH2:14][CH2:13]1. The yield is 0.690.